Dataset: Reaction yield outcomes from USPTO patents with 853,638 reactions. Task: Predict the reaction yield, written as a fraction of the theoretical maximum amount of product (1.0 means a 100% yield; for example, 0.34 means a 34% yield). (1) The reactants are Br[C:2]1[CH:3]=[C:4]([NH:10][C:11]2[N:12]=[C:13]([CH3:17])[N:14]([CH3:16])[CH:15]=2)[C:5](=[O:9])[N:6]([CH3:8])[CH:7]=1.[C:18]([O:21][CH2:22][C:23]1[C:24]([N:38]2[CH2:49][CH2:48][N:47]3[C:40](=[CH:41][C:42]4[CH2:43][C:44]([CH3:51])([CH3:50])[CH2:45][C:46]=43)[C:39]2=[O:52])=[N:25][CH:26]=[CH:27][C:28]=1B1OC(C)(C)C(C)(C)O1)(=[O:20])[CH3:19].C([O-])(=O)C.[Na+]. The catalyst is O.C1C=CC(P(C2C=CC=CC=2)[C-]2C=CC=C2)=CC=1.C1C=CC(P(C2C=CC=CC=2)[C-]2C=CC=C2)=CC=1.Cl[Pd]Cl.[Fe+2].C(#N)C. The product is [C:18]([O:21][CH2:22][C:23]1[C:24]([N:38]2[CH2:49][CH2:48][N:47]3[C:40](=[CH:41][C:42]4[CH2:43][C:44]([CH3:51])([CH3:50])[CH2:45][C:46]=43)[C:39]2=[O:52])=[N:25][CH:26]=[CH:27][C:28]=1[C:2]1[CH:3]=[C:4]([NH:10][C:11]2[N:12]=[C:13]([CH3:17])[N:14]([CH3:16])[CH:15]=2)[C:5](=[O:9])[N:6]([CH3:8])[CH:7]=1)(=[O:20])[CH3:19]. The yield is 0.500. (2) The reactants are [I:1][C:2]1[CH:11]=[CH:10][C:5]([C:6](OC)=[O:7])=[C:4]([O:12][CH3:13])[CH:3]=1.CC(C[AlH]CC(C)C)C.[NH4+].[Cl-]. The catalyst is C1COCC1. The product is [I:1][C:2]1[CH:11]=[CH:10][C:5]([CH2:6][OH:7])=[C:4]([O:12][CH3:13])[CH:3]=1. The yield is 0.310. (3) The reactants are [CH3:1][Si:2]([CH3:13])([CH3:12])[O:3][CH2:4][CH2:5][CH2:6][C:7]1[CH2:11][CH:10]=[CH:9][CH:8]=1.C([Li:18])CCC. The catalyst is CCOCC.CCCCCC. The product is [CH3:13][Si:2]([CH3:1])([CH3:12])[O:3][CH2:4][CH2:5][CH2:6][C-:7]1[CH:11]=[CH:10][CH:9]=[CH:8]1.[Li+:18]. The yield is 0.850. (4) The reactants are [CH2:1]([N:3]([CH2:26][CH3:27])[C:4](=[O:25])[CH2:5][C:6]1[C:7]([C:17]2[CH:22]=[CH:21][C:20]([OH:23])=[C:19]([I:24])[CH:18]=2)=[N:8][N:9]2[C:14]([CH3:15])=[CH:13][C:12]([CH3:16])=[N:11][C:10]=12)[CH3:2].[C:28]([O-])([O-])=O.[K+].[K+].CI. The catalyst is CN(C=O)C. The product is [CH2:26]([N:3]([CH2:1][CH3:2])[C:4](=[O:25])[CH2:5][C:6]1[C:7]([C:17]2[CH:22]=[CH:21][C:20]([O:23][CH3:28])=[C:19]([I:24])[CH:18]=2)=[N:8][N:9]2[C:14]([CH3:15])=[CH:13][C:12]([CH3:16])=[N:11][C:10]=12)[CH3:27]. The yield is 0.950. (5) The reactants are [NH2:1][CH2:2][CH2:3][CH2:4][OH:5].[C:6](O[C:6]([O:8][C:9]([CH3:12])([CH3:11])[CH3:10])=[O:7])([O:8][C:9]([CH3:12])([CH3:11])[CH3:10])=[O:7]. The catalyst is ClCCl. The product is [OH:5][CH2:4][CH2:3][CH2:2][NH:1][C:6](=[O:7])[O:8][C:9]([CH3:12])([CH3:11])[CH3:10]. The yield is 0.831. (6) The reactants are Br[CH2:2][CH2:3][O:4][C:5]1[CH:10]=[CH:9][C:8]([C:11]2[N:12]([CH2:24][CH3:25])[C:13]3[C:18]([C:19]=2[C:20]#[N:21])=[CH:17][CH:16]=[C:15]([O:22][CH3:23])[CH:14]=3)=[CH:7][CH:6]=1.[NH:26]1[CH2:31][CH2:30][O:29][CH2:28][CH2:27]1. The catalyst is C(#N)C. The product is [CH2:24]([N:12]1[C:13]2[C:18](=[CH:17][CH:16]=[C:15]([O:22][CH3:23])[CH:14]=2)[C:19]([C:20]#[N:21])=[C:11]1[C:8]1[CH:9]=[CH:10][C:5]([O:4][CH2:3][CH2:2][N:26]2[CH2:31][CH2:30][O:29][CH2:28][CH2:27]2)=[CH:6][CH:7]=1)[CH3:25]. The yield is 0.960. (7) The reactants are [N+:1]([C:4]1[CH:5]=[CH:6][C:7]2[O:12][CH2:11][CH:10]([CH2:13][OH:14])[O:9][C:8]=2[CH:15]=1)([O-])=O. The catalyst is CO.[Pd]. The product is [NH2:1][C:4]1[CH:5]=[CH:6][C:7]2[O:12][CH2:11][CH:10]([CH2:13][OH:14])[O:9][C:8]=2[CH:15]=1. The yield is 0.860. (8) The reactants are [ClH:1].C(N)C.CN(C)C=[O:8].C([N:12]([CH2:15][CH3:16])[CH2:13][CH3:14])C.[ClH:17].[CH3:18][N:19](C)[CH2:20][CH2:21][CH2:22]N=C=NCC. The catalyst is ClCCl. The product is [Cl:1][C:21]1[C:20]([Cl:17])=[N:19][CH:18]=[C:16]([CH:22]=1)[C:15]([NH:12][CH2:13][CH3:14])=[O:8]. The yield is 0.850.